Dataset: Reaction yield outcomes from USPTO patents with 853,638 reactions. Task: Predict the reaction yield, written as a fraction of the theoretical maximum amount of product (1.0 means a 100% yield; for example, 0.34 means a 34% yield). (1) The reactants are [Br:1][C:2]1[CH:3]=[C:4]2[C:9](=[CH:10][CH:11]=1)[CH:8]=[C:7]([OH:12])[CH:6]=[CH:5]2.C(=O)([O-])[O-].[Cs+].[Cs+].CS(O[C@H:24]1[CH2:29][CH2:28][C@H:27]([C:30]([CH3:33])([CH3:32])[CH3:31])[CH2:26][CH2:25]1)(=O)=O. The catalyst is C(O)(C)(C)C.CC(=O)CC. The product is [Br:1][C:2]1[CH:11]=[CH:10][C:9]2[C:4](=[CH:5][CH:6]=[C:7]([O:12][C@H:24]3[CH2:29][CH2:28][C@H:27]([C:30]([CH3:33])([CH3:32])[CH3:31])[CH2:26][CH2:25]3)[CH:8]=2)[CH:3]=1. The yield is 0.320. (2) The reactants are [NH2:1][C@H:2]([CH2:7][CH2:8][CH2:9][NH:10][C:11]([NH:13][S:14]([C:17]1[C:18]([CH3:31])=[C:19]2[C:24](=[C:25]([CH3:28])[C:26]=1[CH3:27])[O:23][C:22]([CH3:30])([CH3:29])[CH2:21][CH2:20]2)(=[O:16])=[O:15])=[NH:12])[C:3]([O:5][CH3:6])=[O:4].[CH2:32]([N:39]1[CH:44]=[CH:43][CH:42]=[C:41]([C:45](O)=[O:46])[C:40]1=[O:48])[C:33]1[CH:38]=[CH:37][CH:36]=[CH:35][CH:34]=1.CN(C(ON1N=NC2C=CC=CC1=2)=[N+](C)C)C.F[P-](F)(F)(F)(F)F.CCN(C(C)C)C(C)C. The yield is 0.820. The catalyst is CN(C=O)C.CCOC(C)=O. The product is [CH2:32]([N:39]1[CH:44]=[CH:43][CH:42]=[C:41]([C:45]([NH:1][C@H:2]([CH2:7][CH2:8][CH2:9][NH:10][C:11]([NH:13][S:14]([C:17]2[C:18]([CH3:31])=[C:19]3[C:24](=[C:25]([CH3:28])[C:26]=2[CH3:27])[O:23][C:22]([CH3:29])([CH3:30])[CH2:21][CH2:20]3)(=[O:15])=[O:16])=[NH:12])[C:3]([O:5][CH3:6])=[O:4])=[O:46])[C:40]1=[O:48])[C:33]1[CH:34]=[CH:35][CH:36]=[CH:37][CH:38]=1. (3) The reactants are [CH2:1]([C:3]([C:21]1[CH:26]=[CH:25][C:24]([OH:27])=[C:23]([CH3:28])[CH:22]=1)([C:6]1[CH:11]=[CH:10][C:9](/[CH:12]=[CH:13]/[C:14]([CH2:18][CH3:19])([OH:17])[CH2:15][CH3:16])=[C:8]([CH3:20])[CH:7]=1)[CH2:4][CH3:5])[CH3:2].C([O-])([O-])=O.[K+].[K+].[CH3:35][O:36][C:37](=[O:45])[C:38]1[CH:43]=[CH:42][C:41](F)=[CH:40][CH:39]=1.C(OCC)(=O)C. The catalyst is CN(C=O)C. The product is [CH3:35][O:36][C:37](=[O:45])[C:38]1[CH:43]=[CH:42][C:41]([O:27][C:24]2[CH:25]=[CH:26][C:21]([C:3]([CH2:4][CH3:5])([C:6]3[CH:11]=[CH:10][C:9](/[CH:12]=[CH:13]/[C:14]([CH2:15][CH3:16])([OH:17])[CH2:18][CH3:19])=[C:8]([CH3:20])[CH:7]=3)[CH2:1][CH3:2])=[CH:22][C:23]=2[CH3:28])=[CH:40][CH:39]=1. The yield is 0.700. (4) The reactants are B(Br)(Br)Br.[CH2:5]([C:9]1[CH:14]=[C:13]([C:15]2[CH:20]=[CH:19][C:18]([CH2:21][CH2:22][C:23]#[N:24])=[CH:17][C:16]=2[CH2:25][CH:26]([CH3:28])[CH3:27])[CH:12]=[CH:11][C:10]=1[C:29]1[CH:34]=[CH:33][C:32]([O:35]C)=[C:31]([CH2:37][C:38]2[C:47]3[C:42](=[CH:43][CH:44]=[CH:45][CH:46]=3)[CH:41]=[CH:40][CH:39]=2)[CH:30]=1)[CH:6]([CH3:8])[CH3:7].O. The catalyst is C(Cl)Cl. The product is [OH:35][C:32]1[CH:33]=[CH:34][C:29]([C:10]2[CH:11]=[CH:12][C:13]([C:15]3[CH:20]=[CH:19][C:18]([CH2:21][CH2:22][C:23]#[N:24])=[CH:17][C:16]=3[CH2:25][CH:26]([CH3:27])[CH3:28])=[CH:14][C:9]=2[CH2:5][CH:6]([CH3:8])[CH3:7])=[CH:30][C:31]=1[CH2:37][C:38]1[C:47]2[C:42](=[CH:43][CH:44]=[CH:45][CH:46]=2)[CH:41]=[CH:40][CH:39]=1. The yield is 0.629.